Dataset: Catalyst prediction with 721,799 reactions and 888 catalyst types from USPTO. Task: Predict which catalyst facilitates the given reaction. Reactant: [CH3:1][CH2:2][O:3][C:4]([CH:6](P(OCC)(OCC)=O)[CH3:7])=[O:5].[H-].[Na+].[CH3:18][CH:19]([CH:21]=O)[CH3:20].CC(O)=O. Product: [CH2:2]([O:3][C:4](=[O:5])[C:6]([CH3:7])=[CH:18][CH:19]([CH3:21])[CH3:20])[CH3:1]. The catalyst class is: 216.